From a dataset of Serine/threonine kinase 33 screen with 319,792 compounds. Binary Classification. Given a drug SMILES string, predict its activity (active/inactive) in a high-throughput screening assay against a specified biological target. The drug is S(=O)(=O)(NCCn1nc(nc1C)C)c1ccc(cc1)C. The result is 0 (inactive).